This data is from Full USPTO retrosynthesis dataset with 1.9M reactions from patents (1976-2016). The task is: Predict the reactants needed to synthesize the given product. (1) Given the product [CH2:57]([OH:58])[C@H:55]([C@H:53]([C@@H:51]([C@@H:49]([CH2:48][OH:47])[OH:50])[OH:52])[OH:54])[OH:56], predict the reactants needed to synthesize it. The reactants are: [H][H].C1C=[N+]([C@@H]2O[C@H](COP(OP(OC[C@H]3O[C@@H](N4C5N=CN=C(N)C=5N=C4)[C@H](O)[C@@H]3O)(O)=O)(O)=O)[C@@H](O)[C@H]2O)C=C(C(N)=O)C=1.[OH:47][CH2:48][C:49]([C@H:51]([C@@H:53]([C@@H:55]([CH2:57][OH:58])[OH:56])[OH:54])[OH:52])=[O:50]. (2) Given the product [BrH:19].[NH:17]1[CH2:16][CH2:15][N:14]=[C:13]1[CH:10]1[C:11]2[C:6](=[C:5]([CH3:18])[CH:4]=[C:3]([OH:2])[CH:12]=2)[CH2:7][CH2:8][O:9]1, predict the reactants needed to synthesize it. The reactants are: C[O:2][C:3]1[CH:12]=[C:11]2[C:6]([CH2:7][CH2:8][O:9][CH:10]2[C:13]2[NH:14][CH2:15][CH2:16][N:17]=2)=[C:5]([CH3:18])[CH:4]=1.[BrH:19]. (3) Given the product [CH2:49]1[C:50]2[C:45](=[CH:44][CH:43]=[C:42]([CH:35]([C:36]3[CH:41]=[CH:40][N:39]=[CH:38][CH:37]=3)[CH2:34][C:33]([OH:52])=[O:32])[CH:51]=2)[CH2:46][CH2:47][NH:48]1, predict the reactants needed to synthesize it. The reactants are: C[C@H](NC(=O)CC(C1C=C2C(CCNC2)=CC=1)C1C=CN=CC=1)C1C=CC=CC=1.C([O:32][C:33](=[O:52])[CH2:34][CH:35]([C:42]1[CH:51]=[C:50]2[C:45]([CH2:46][CH2:47][NH:48][CH2:49]2)=[CH:44][CH:43]=1)[C:36]1[CH:41]=[CH:40][N:39]=[CH:38][CH:37]=1)C. (4) Given the product [C:1]([O:5][C:6](=[O:32])[N:7]([CH:9]([C:11](=[O:31])[NH:12][C:13]1[CH:18]=[CH:17][C:16]([NH2:19])=[C:15]([NH:22][CH2:23][C:24]2[CH:25]=[CH:26][C:27]([Cl:30])=[CH:28][CH:29]=2)[N:14]=1)[CH3:10])[CH3:8])([CH3:2])([CH3:3])[CH3:4], predict the reactants needed to synthesize it. The reactants are: [C:1]([O:5][C:6](=[O:32])[N:7]([CH:9]([C:11](=[O:31])[NH:12][C:13]1[CH:18]=[CH:17][C:16]([N+:19]([O-])=O)=[C:15]([NH:22][CH2:23][C:24]2[CH:29]=[CH:28][C:27]([Cl:30])=[CH:26][CH:25]=2)[N:14]=1)[CH3:10])[CH3:8])([CH3:4])([CH3:3])[CH3:2]. (5) Given the product [CH3:7][CH:8]([CH3:24])[C:9]([NH:11][C:12]1[CH:17]=[CH:16][CH:15]=[C:14]([CH:18]2[CH2:23][CH2:22][N:21]([CH2:26][CH2:27][CH2:28][C:29](=[O:30])[C:31]3[S:32][CH:33]=[CH:34][CH:35]=3)[CH2:20][CH2:19]2)[CH:13]=1)=[O:10], predict the reactants needed to synthesize it. The reactants are: C([O-])([O-])=O.[K+].[K+].[CH3:7][CH:8]([CH3:24])[C:9]([NH:11][C:12]1[CH:17]=[CH:16][CH:15]=[C:14]([CH:18]2[CH2:23][CH2:22][NH:21][CH2:20][CH2:19]2)[CH:13]=1)=[O:10].Cl[CH2:26][CH2:27][CH2:28][C:29]([C:31]1[S:32][CH:33]=[CH:34][CH:35]=1)=[O:30]. (6) Given the product [CH3:1][N:2]1[CH2:7][CH2:6][N:5]([C:8]2[CH:13]=[CH:12][C:11]([CH:14]([CH3:18])[CH2:15][C:16]([NH2:17])=[O:19])=[CH:10][CH:9]=2)[CH2:4][CH2:3]1, predict the reactants needed to synthesize it. The reactants are: [CH3:1][N:2]1[CH2:7][CH2:6][N:5]([C:8]2[CH:13]=[CH:12][C:11]([CH:14]([CH3:18])[CH2:15][C:16]#[N:17])=[CH:10][CH:9]=2)[CH2:4][CH2:3]1.[OH2:19]. (7) Given the product [ClH:1].[F:2][C:3]1[C:4]([F:28])=[CH:5][C:6]2[O:37][C:36](=[O:52])[C:9]3([C:17]4[C:12](=[CH:13][CH:14]=[CH:15][CH:16]=4)[N:11]([CH2:18][CH:48]4[CH2:49][CH2:32][N:31]([CH3:34])[CH2:29][CH2:30]4)[CH2:10]3)[C:7]=2[CH:8]=1, predict the reactants needed to synthesize it. The reactants are: [ClH:1].[F:2][C:3]1[C:4]([F:28])=[CH:5][C:6]2OC[C:9]3([C:17]4[C:12](=[CH:13][CH:14]=[CH:15][CH:16]=4)[N:11]([CH2:18]C4CCNCC4)[C:10]3=O)[C:7]=2[CH:8]=1.[CH2:29]([N:31]([CH2:34]C)[CH2:32]C)[CH3:30].[CH2:36]=[O:37].C(O[BH-](O[C:48](=O)[CH3:49])OC(=O)C)(=O)C.[Na+].[O:52]1CCCC1.